Dataset: Reaction yield outcomes from USPTO patents with 853,638 reactions. Task: Predict the reaction yield, written as a fraction of the theoretical maximum amount of product (1.0 means a 100% yield; for example, 0.34 means a 34% yield). (1) The reactants are C([O:3][C:4](=[O:16])[C:5]([C:7]1[C:15]2[C:10](=[CH:11][CH:12]=[CH:13][CH:14]=2)[NH:9][CH:8]=1)=[O:6])C.[OH-].[Na+]. The catalyst is C1COCC1.O. The product is [NH:9]1[C:10]2[C:15](=[CH:14][CH:13]=[CH:12][CH:11]=2)[C:7]([C:5](=[O:6])[C:4]([OH:16])=[O:3])=[CH:8]1. The yield is 1.00. (2) The reactants are [CH3:1][C:2]1[C:16](=[O:17])[N:15]=[C:14]2[N:4]([C@@H:5]3[O:9][C@H:8]([CH2:10][OH:11])[C@@H:7]([OH:12])[C@@H:6]3[O:13]2)[CH:3]=1.[CH3:18][O:19][CH2:20][CH2:21][O:22]B([O:22][CH2:21][CH2:20][O:19][CH3:18])[O:22][CH2:21][CH2:20][O:19][CH3:18]. The catalyst is COCCO. The product is [CH3:18][O:19][CH2:20][CH2:21][O:22][C@@H:6]1[C@H:7]([OH:12])[C@@H:8]([CH2:10][OH:11])[O:9][C@H:5]1[N:4]1[CH:3]=[C:2]([CH3:1])[C:16](=[O:17])[NH:15][C:14]1=[O:13]. The yield is 0.630. (3) The reactants are [C:1]([C:5]1[NH:6][C:7]2[C:12]([CH:13]=1)=[CH:11][CH:10]=[C:9]([N+:14]([O-])=O)[CH:8]=2)([CH3:4])([CH3:3])[CH3:2]. The catalyst is CO.[Ni]. The product is [C:1]([C:5]1[NH:6][C:7]2[C:12]([CH:13]=1)=[CH:11][CH:10]=[C:9]([NH2:14])[CH:8]=2)([CH3:4])([CH3:2])[CH3:3]. The yield is 0.890. (4) The reactants are [OH:1][C:2]1[CH:11]=[CH:10][C:5]([C:6]([O:8][CH3:9])=[O:7])=[CH:4][C:3]=1[N+:12]([O-])=O. The yield is 0.690. The catalyst is CO.[Pd]. The product is [NH2:12][C:3]1[CH:4]=[C:5]([CH:10]=[CH:11][C:2]=1[OH:1])[C:6]([O:8][CH3:9])=[O:7].